Dataset: Aqueous solubility values for 9,982 compounds from the AqSolDB database. Task: Regression/Classification. Given a drug SMILES string, predict its absorption, distribution, metabolism, or excretion properties. Task type varies by dataset: regression for continuous measurements (e.g., permeability, clearance, half-life) or binary classification for categorical outcomes (e.g., BBB penetration, CYP inhibition). For this dataset (solubility_aqsoldb), we predict Y. (1) The drug is CN(C)CCCN1c2ccccc2Sc2ccc(C(F)(F)F)cc21. The Y is -5.30 log mol/L. (2) The drug is O=C(NC(=O)c1ccccc1Cl)Nc1ccc(OC(F)(F)F)cc1. The Y is -7.16 log mol/L. (3) The compound is CCC[C@H]1CCCCN1. The Y is -0.849 log mol/L.